From a dataset of Forward reaction prediction with 1.9M reactions from USPTO patents (1976-2016). Predict the product of the given reaction. (1) Given the reactants Cl[C:2]1[N:3]=[C:4]([OH:12])[C:5]2[CH:11]=[CH:10][N:9]=[CH:8][C:6]=2[N:7]=1.[CH3:13][O:14][CH2:15][CH2:16][N:17]([CH3:36])[CH2:18][CH:19]([C:21]1[CH:26]=[CH:25][C:24]([N:27]([CH3:35])[C:28]2[CH:33]=[CH:32][C:31]([OH:34])=[CH:30][CH:29]=2)=[CH:23][CH:22]=1)[CH3:20], predict the reaction product. The product is: [CH3:13][O:14][CH2:15][CH2:16][N:17]([CH3:36])[CH2:18][CH:19]([C:21]1[CH:26]=[CH:25][C:24]([N:27]([CH3:35])[C:28]2[CH:29]=[CH:30][C:31]([O:34][C:2]3[N:3]=[C:4]([OH:12])[C:5]4[CH:11]=[CH:10][N:9]=[CH:8][C:6]=4[N:7]=3)=[CH:32][CH:33]=2)=[CH:23][CH:22]=1)[CH3:20]. (2) The product is: [CH3:10][C:9]([OH:1])([CH2:11][CH2:12][CH2:6][CH2:26][CH3:32])[CH2:8][CH2:7][S:25][C:24]1[N:20]([C:14]2[CH:15]=[CH:16][CH:17]=[CH:18][CH:19]=2)[N:21]=[N:22][N:23]=1. Given the reactants [OH-:1].[Na+].S(Cl)([C:6]1[CH:12]=[CH:11][C:9]([CH3:10])=[CH:8][CH:7]=1)(=O)=O.[C:14]1([N:20]2[C:24]([SH:25])=[N:23][N:22]=[N:21]2)[CH:19]=[CH:18][CH:17]=[CH:16][CH:15]=1.[C:26]1([CH3:32])C=CC=CC=1, predict the reaction product. (3) The product is: [OH:22][C:2]1[CH:7]=[CH:6][C:5]([CH:8]([CH3:19])[C:9]([C:11]2[CH:16]=[CH:15][C:14]([O:17][CH3:18])=[CH:13][CH:12]=2)=[O:10])=[CH:4][CH:3]=1. Given the reactants N[C:2]1[CH:7]=[CH:6][C:5]([CH:8]([CH3:19])[C:9]([C:11]2[CH:16]=[CH:15][C:14]([O:17][CH3:18])=[CH:13][CH:12]=2)=[O:10])=[CH:4][CH:3]=1.Cl.N([O-])=[O:22].[Na+].F[B-](F)(F)F.[Na+].C([O-])([O-])=O.[K+].[K+], predict the reaction product. (4) Given the reactants [CH3:1][C@H:2]1[C@:19]([OH:28])([C:20]([CH2:22][O:23][P:24]([O-:27])([OH:26])=[O:25])=[O:21])[C@:18]2([CH3:29])[C@H:4]([C@H:5]3[C@:15]([F:31])([C@@H:16]([OH:30])[CH2:17]2)[C@:14]2([CH3:32])[C:8](=[CH:9][C:10]([CH:12]=[CH:13]2)=[O:11])[CH2:7][CH2:6]3)[CH2:3]1.[Na+:33].O, predict the reaction product. The product is: [CH3:1][C@H:2]1[C@:19]([OH:28])([C:20]([CH2:22][O:23][P:24]([O-:27])([OH:26])=[O:25])=[O:21])[C@:18]2([CH3:29])[C@H:4]([C@H:5]3[C@:15]([F:31])([C@@H:16]([OH:30])[CH2:17]2)[C@:14]2([CH3:32])[C:8](=[CH:9][C:10]([CH:12]=[CH:13]2)=[O:11])[CH2:7][CH2:6]3)[CH2:3]1.[Na+:33]. (5) Given the reactants Cl[C:2]([O:4][C:5]1[CH:10]=[CH:9][C:8]([CH2:11][C:12]2[CH:17]=[CH:16][C:15]([C:18]([F:21])([F:20])[F:19])=[CH:14][CH:13]=2)=[CH:7][CH:6]=1)=[O:3].[NH:22]1[C:26]([CH2:27][C:28]2[CH:40]=[CH:39][C:31]([O:32][CH:33]3[CH2:38][CH2:37][NH:36][CH2:35][CH2:34]3)=[CH:30][CH:29]=2)=[N:25][N:24]=[N:23]1, predict the reaction product. The product is: [F:19][C:18]([F:21])([F:20])[C:15]1[CH:16]=[CH:17][C:12]([CH2:11][C:8]2[CH:9]=[CH:10][C:5]([O:4][C:2]([N:36]3[CH2:37][CH2:38][CH:33]([O:32][C:31]4[CH:30]=[CH:29][C:28]([CH2:27][C:26]5[NH:25][N:24]=[N:23][N:22]=5)=[CH:40][CH:39]=4)[CH2:34][CH2:35]3)=[O:3])=[CH:6][CH:7]=2)=[CH:13][CH:14]=1. (6) Given the reactants CCO[C:4](/[N:6]=N/C(OCC)=O)=O.[Br:13][C:14]1[CH:22]=[CH:21][C:17]([CH2:18][CH2:19]O)=[CH:16][CH:15]=1.C1(P(C2C=CC=CC=2)C2C=CC=CC=2)C=CC=CC=1.CC(C)(O)C#N, predict the reaction product. The product is: [Br:13][C:14]1[CH:22]=[CH:21][C:17]([CH2:18][CH2:19][C:4]#[N:6])=[CH:16][CH:15]=1. (7) Given the reactants [C:1]([O:6][C:7]1[CH:12]=[CH:11][C:10]([C:13](=[O:27])[NH:14][CH2:15][C:16]2[NH:20][N:19]=[C:18]([C:21]3[CH:26]=[CH:25][N:24]=[CH:23][CH:22]=3)[N:17]=2)=[C:9]([OH:28])[CH:8]=1)(=[O:5])[CH:2](C)C.C(Cl)(=O)C.C(Cl)(=O)C(C)C, predict the reaction product. The product is: [C:1]([O:6][C:7]1[CH:12]=[CH:11][C:10]([C:13](=[O:27])[NH:14][CH2:15][C:16]2[NH:20][N:19]=[C:18]([C:21]3[CH:22]=[CH:23][N:24]=[CH:25][CH:26]=3)[N:17]=2)=[C:9]([OH:28])[CH:8]=1)(=[O:5])[CH3:2]. (8) The product is: [C:53]([OH:52])(=[O:54])/[CH:55]=[CH:19]/[C:18]([OH:21])=[O:24].[O:24]1[C:33]2[CH:32]=[C:31]([CH2:34][NH:1][CH2:2][C@@H:3]3[C@H:7]([OH:8])[CH2:6][N:5]([CH2:9][CH2:10][N:11]4[C:20]5[C:15](=[N:16][CH:17]=[C:18]([O:21][CH3:22])[CH:19]=5)[CH:14]=[CH:13][C:12]4=[O:23])[CH2:4]3)[N:30]=[CH:29][C:28]=2[O:27][CH2:26][CH2:25]1. Given the reactants [NH2:1][CH2:2][C@@H:3]1[C@H:7]([OH:8])[CH2:6][N:5]([CH2:9][CH2:10][N:11]2[C:20]3[C:15](=[N:16][CH:17]=[C:18]([O:21][CH3:22])[CH:19]=3)[CH:14]=[CH:13][C:12]2=[O:23])[CH2:4]1.[O:24]1[C:33]2[CH:32]=[C:31]([CH:34]=O)[N:30]=[CH:29][C:28]=2[O:27][CH2:26][CH2:25]1.S([O-])([O-])(=O)=O.[Na+].[Na+].[BH-]([O:52][C:53]([CH3:55])=[O:54])([O:52][C:53]([CH3:55])=[O:54])[O:52][C:53]([CH3:55])=[O:54].[Na+], predict the reaction product.